From a dataset of Full USPTO retrosynthesis dataset with 1.9M reactions from patents (1976-2016). Predict the reactants needed to synthesize the given product. The reactants are: CCC1C=CC(=O)[C:5]2=C[C:7]3[CH2:25][N:24]4[C:10](=[CH:11][C:12]5[C@@](O)(CC)C(=O)OC[C:13]=5[C:22]4=O)[C:8]=3[NH:9][C:4]=12.[CH2:30]([Cl:32])Cl.CC(N(C)C)=[O:35].N1C=CC=CC=1. Given the product [N:24]1([CH:25]2[CH2:5][CH2:4][N:9]([C:30]([Cl:32])=[O:35])[CH2:8][CH2:7]2)[CH2:22][CH2:13][CH2:12][CH2:11][CH2:10]1, predict the reactants needed to synthesize it.